From a dataset of Forward reaction prediction with 1.9M reactions from USPTO patents (1976-2016). Predict the product of the given reaction. (1) Given the reactants O=C(C[N:8]1C(=O)C2C=CC=CC=2NC2N=CC=CC1=2)CC([O-])=O.O=[C:25]([CH2:31][N:32]1[C:38](=O)[C:37]2[CH:40]=[CH:41][CH:42]=[CH:43][C:36]=2[NH:35][C:34]2[N:44]=[CH:45][CH:46]=[CH:47][C:33]1=2)[CH2:26][C:27]([O:29][CH3:30])=[O:28].C([O-])(=O)C.[NH4+], predict the reaction product. The product is: [N:8]1[C:25]([CH2:26][C:27]([O:29][CH3:30])=[O:28])=[CH:31][N:32]2[C:38]=1[C:37]1[CH:40]=[CH:41][CH:42]=[CH:43][C:36]=1[NH:35][C:34]1[N:44]=[CH:45][CH:46]=[CH:47][C:33]2=1. (2) Given the reactants [NH2:1][C:2]1[CH:3]=[CH:4][C:5]([OH:8])=[N:6][CH:7]=1.CS(C)=O.C(=O)([O-])[O-].[Cs+].[Cs+].Cl[C:20]1[C:25]([C:26]2[CH:31]=[CH:30][N:29]=[C:28]([NH:32][CH3:33])[CH:27]=2)=[CH:24][CH:23]=[CH:22][N:21]=1, predict the reaction product. The product is: [NH2:1][C:2]1[CH:3]=[CH:4][C:5]([O:8][C:20]2[C:25]([C:26]3[CH:31]=[CH:30][N:29]=[C:28]([NH:32][CH3:33])[CH:27]=3)=[CH:24][CH:23]=[CH:22][N:21]=2)=[N:6][CH:7]=1. (3) Given the reactants [Br:1][C:2]1[C:3]2[N:4]([CH:8]=[C:9]([CH2:11][O:12][C@H:13]3[CH2:17][N:16](C(OC(C)(C)C)=O)[C@H:15]([C:25]([OH:27])=[O:26])[CH2:14]3)[N:10]=2)[CH:5]=[CH:6][CH:7]=1.[ClH:28].[CH3:29][CH2:30]O, predict the reaction product. The product is: [ClH:28].[Br:1][C:2]1[C:3]2[N:4]([CH:8]=[C:9]([CH2:11][O:12][C@H:13]3[CH2:17][NH:16][C@H:15]([C:25]([O:27][CH2:29][CH3:30])=[O:26])[CH2:14]3)[N:10]=2)[CH:5]=[CH:6][CH:7]=1. (4) Given the reactants [CH3:1][C:2]([CH3:21])([CH3:20])[C@H:3]([NH:11][C:12]([O:14][C@H:15]1[CH2:19][CH2:18][O:17][CH2:16]1)=[O:13])[C:4]([O:6]C(C)(C)C)=[O:5].FC(F)(F)C(O)=O, predict the reaction product. The product is: [CH3:1][C:2]([CH3:21])([CH3:20])[C@H:3]([NH:11][C:12]([O:14][C@H:15]1[CH2:19][CH2:18][O:17][CH2:16]1)=[O:13])[C:4]([OH:6])=[O:5]. (5) Given the reactants [Mg].[CH:2]([C:5]1[CH:10]=[C:9]([CH:11]([CH3:13])[CH3:12])[CH:8]=[C:7]([CH:14]([CH3:16])[CH3:15])[C:6]=1Br)([CH3:4])[CH3:3].BrCCBr.F[C:23]1[CH:24]=[C:25]([O:29][CH3:30])[CH:26]=[CH:27][CH:28]=1.[Li]CCCC.[I:36]I, predict the reaction product. The product is: [I:36][C:24]1[C:25]([O:29][CH3:30])=[CH:26][CH:27]=[CH:28][C:23]=1[C:6]1[C:5]([CH:2]([CH3:4])[CH3:3])=[CH:10][C:9]([CH:11]([CH3:13])[CH3:12])=[CH:8][C:7]=1[CH:14]([CH3:16])[CH3:15]. (6) The product is: [CH3:1][O:2][C:3]([C:5]1([CH2:9][NH:10][CH:11]2[CH2:15][CH2:14][CH2:13][CH2:12]2)[CH2:8][CH2:7][CH2:6]1)=[O:4]. Given the reactants [CH3:1][O:2][C:3]([C:5]1([CH2:9][NH2:10])[CH2:8][CH2:7][CH2:6]1)=[O:4].[C:11]1(=O)[CH2:15][CH2:14][CH2:13][CH2:12]1.C([O-])(=O)C.[Na+].C(O[BH-](OC(=O)C)OC(=O)C)(=O)C.[Na+], predict the reaction product.